Dataset: Forward reaction prediction with 1.9M reactions from USPTO patents (1976-2016). Task: Predict the product of the given reaction. Given the reactants [N:1]1([C:6]([C@@H:8]2[CH2:13][CH2:12][CH2:11][N:10](C(OC(C)(C)C)=O)[CH2:9]2)=[O:7])[CH2:5][CH2:4][CH2:3][CH2:2]1.ClCCl.Cl, predict the reaction product. The product is: [NH:10]1[CH2:11][CH2:12][CH2:13][C@@H:8]([C:6]([N:1]2[CH2:2][CH2:3][CH2:4][CH2:5]2)=[O:7])[CH2:9]1.